Predict the reaction yield, written as a fraction of the theoretical maximum amount of product (1.0 means a 100% yield; for example, 0.34 means a 34% yield). From a dataset of Reaction yield outcomes from USPTO patents with 853,638 reactions. (1) The reactants are [Cl:1][C:2]([F:11])([F:10])[C:3](=O)/[CH:4]=[CH:5]/OCC.C[N:13](C)[CH:14]=[CH:15][C:16]#[N:17].C([O-])(=O)C.[NH4+].O. The catalyst is C1(C)C=CC=CC=1. The product is [Cl:1][C:2]([F:10])([F:11])[C:3]1[CH:4]=[CH:5][C:15]([C:16]#[N:17])=[CH:14][N:13]=1. The yield is 0.410. (2) The reactants are [Cl:1][C:2]1[C:3]([CH2:12][N:13]2[C:17](/[CH:18]=[CH:19]/[C:20](O)=[O:21])=[CH:16][C:15]([O:23][CH:24]([CH3:26])[CH3:25])=[N:14]2)=[N:4][CH:5]=[C:6]([C:8]([F:11])([F:10])[F:9])[CH:7]=1.[CH2:27]([S:32]([NH2:35])(=[O:34])=[O:33])[CH2:28][CH2:29][CH2:30][CH3:31].N12CCCN=C1CCCCC2.Cl. No catalyst specified. The product is [Cl:1][C:2]1[C:3]([CH2:12][N:13]2[C:17](/[CH:18]=[CH:19]/[C:20]([NH:35][S:32]([CH2:27][CH2:28][CH2:29][CH2:30][CH3:31])(=[O:34])=[O:33])=[O:21])=[CH:16][C:15]([O:23][CH:24]([CH3:26])[CH3:25])=[N:14]2)=[N:4][CH:5]=[C:6]([C:8]([F:9])([F:11])[F:10])[CH:7]=1. The yield is 0.100. (3) The reactants are [CH:1]1([C:4]2[CH:9]=[CH:8][CH:7]=[CH:6][C:5]=2O)[CH2:3][CH2:2]1.[H-].[Na+].Cl[C:14]1[N:19]=[N:18][C:17]([C:20]([NH2:22])=[O:21])=[C:16]([NH:23][C:24]2[CH:29]=[CH:28][CH:27]=[C:26]([CH3:30])[N:25]=2)[CH:15]=1.CN(C)C=[O:34]. No catalyst specified. The product is [CH:1]1([C:4]2[CH:9]=[C:8]([CH:7]=[CH:6][CH:5]=2)[O:34][C:14]2[N:19]=[N:18][C:17]([C:20]([NH2:22])=[O:21])=[C:16]([NH:23][C:24]3[CH:29]=[CH:28][CH:27]=[C:26]([CH3:30])[N:25]=3)[CH:15]=2)[CH2:3][CH2:2]1. The yield is 0.550. (4) The reactants are [CH2:1]([O:3][C:4]([C:6]1[NH:7][C:8]([CH:12]=[CH:13][C:14]([O:16][C:17]([CH3:20])([CH3:19])[CH3:18])=[O:15])=[CH:9][C:10]=1[CH3:11])=[O:5])[CH3:2].C(O)C. The catalyst is C(OCC)(=O)C.[Pd]. The product is [CH2:1]([O:3][C:4]([C:6]1[NH:7][C:8]([CH2:12][CH2:13][C:14]([O:16][C:17]([CH3:18])([CH3:20])[CH3:19])=[O:15])=[CH:9][C:10]=1[CH3:11])=[O:5])[CH3:2]. The yield is 1.00. (5) The product is [CH3:23][O:22][C:20]([C:17]1([C:14]2[CH:15]=[CH:16][C:11]([OH:10])=[C:12]([C:5](=[O:7])[CH3:6])[CH:13]=2)[CH2:19][CH2:18]1)=[O:21]. The reactants are [Al+3].[Cl-].[Cl-].[Cl-].[C:5](Cl)(=[O:7])[CH3:6].C[O:10][C:11]1[CH:16]=[CH:15][C:14]([C:17]2([C:20]([O:22][CH3:23])=[O:21])[CH2:19][CH2:18]2)=[CH:13][CH:12]=1. The catalyst is C(=S)=S. The yield is 0.810. (6) The reactants are [CH2:1]([C:8]1[C:13](=O)[N:12]2[CH:15]=[CH:16][NH:17][C:11]2=[C:10]([C:18]#[N:19])[C:9]=1[CH3:20])[C:2]1[CH:7]=[CH:6][CH:5]=[CH:4][CH:3]=1.P(Cl)(Cl)([Cl:23])=O. No catalyst specified. The product is [CH2:1]([C:8]1[C:9]([CH3:20])=[C:10]([C:18]#[N:19])[C:11]2[N:12]([CH:15]=[CH:16][N:17]=2)[C:13]=1[Cl:23])[C:2]1[CH:7]=[CH:6][CH:5]=[CH:4][CH:3]=1. The yield is 0.930. (7) The reactants are [Br:1][C:2]1[CH:3]=[C:4]([CH2:9]Cl)[C:5]([Cl:8])=[N:6][CH:7]=1.[CH3:11][S:12]([O-:14])=[O:13].[Na+]. The catalyst is O1CCOCC1.O. The product is [Br:1][C:2]1[CH:3]=[C:4]([CH2:9][S:12]([CH3:11])(=[O:14])=[O:13])[C:5]([Cl:8])=[N:6][CH:7]=1. The yield is 0.940.